Predict which catalyst facilitates the given reaction. From a dataset of Catalyst prediction with 721,799 reactions and 888 catalyst types from USPTO. (1) Reactant: [CH:1]1([N:6]2[C:11]3[N:12]=[C:13]([S:16][CH3:17])[N:14]=[CH:15][C:10]=3[CH:9]=[C:8]([CH2:18][O:19][CH3:20])[C:7]2=[O:21])[CH2:5][CH2:4][CH2:3][CH2:2]1.C1(S(N2C(C3C=CC=CC=3)O2)(=O)=[O:29])C=CC=CC=1. Product: [CH:1]1([N:6]2[C:11]3[N:12]=[C:13]([S:16]([CH3:17])=[O:29])[N:14]=[CH:15][C:10]=3[CH:9]=[C:8]([CH2:18][O:19][CH3:20])[C:7]2=[O:21])[CH2:2][CH2:3][CH2:4][CH2:5]1. The catalyst class is: 4. (2) The catalyst class is: 10. Product: [Cl:1][C:2]1[C:3](=[O:28])[N:4]([C:17]2[CH:22]=[C:21]([C:23]3[CH:24]=[CH:25][N:34]=[C:32]([C:31]([OH:30])([CH3:36])[CH3:35])[N:33]=3)[CH:20]=[CH:19][C:18]=2[CH3:27])[C:5]([CH3:16])=[N:6][C:7]=1[O:8][CH2:9][C:10]1[N:11]=[C:12]([CH3:15])[S:13][CH:14]=1. Reactant: [Cl:1][C:2]1[C:3](=[O:28])[N:4]([C:17]2[CH:22]=[C:21]([C:23](=O)[C:24]#[CH:25])[CH:20]=[CH:19][C:18]=2[CH3:27])[C:5]([CH3:16])=[N:6][C:7]=1[O:8][CH2:9][C:10]1[N:11]=[C:12]([CH3:15])[S:13][CH:14]=1.Cl.[OH:30][C:31]([CH3:36])([CH3:35])[C:32]([NH2:34])=[NH:33].C(=O)([O-])[O-].[K+].[K+]. (3) Product: [OH:15][C:13]1[CH:12]=[C:18]2[C:17]([C:6](=[O:5])[CH2:7][C:16]3([O:22]2)[CH2:21][CH2:20][CH2:19][CH2:18][CH2:17]3)=[CH:16][CH:21]=1. The catalyst class is: 57. Reactant: P([O-])([O:5][CH2:6][CH3:7])OCC.[H-].[Na+].Br[CH2:12][C:13]([OH:15])=O.[C:16]1(=[O:22])[CH2:21][CH2:20][CH2:19][CH2:18][CH2:17]1. (4) Reactant: Cl.[Cl:2][C:3]1[CH:4]=[CH:5][C:6]2[CH2:12][CH2:11][C:10]3[CH:13]=[CH:14][CH:15]=[CH:16][C:9]=3[N:8]([CH2:17][CH2:18][CH2:19][NH2:20])[C:7]=2[CH:21]=1.C(N(CC)CC)C.[Br:29][C:30]1[CH:31]=[C:32]([S:37](Cl)(=[O:39])=[O:38])[CH:33]=[N:34][C:35]=1[Cl:36]. Product: [Br:29][C:30]1[CH:31]=[C:32]([S:37]([NH:20][CH2:19][CH2:18][CH2:17][N:8]2[C:9]3[CH:16]=[CH:15][CH:14]=[CH:13][C:10]=3[CH2:11][CH2:12][C:6]3[CH:5]=[CH:4][C:3]([Cl:2])=[CH:21][C:7]2=3)(=[O:39])=[O:38])[CH:33]=[N:34][C:35]=1[Cl:36]. The catalyst class is: 3. (5) Reactant: CC1C=CC(S(OCC2CC3C=CC=C(C(C)C)C=3O2)(=O)=O)=CC=1.[N-]=[N+]=[N-].[Na+].[N:29]([CH2:32][CH:33]1[CH2:37][C:36]2[CH:38]=[C:39](Cl)[CH:40]=[C:41]([C:42]3[CH:46]=CS[CH:43]=3)[C:35]=2[O:34]1)=[N+]=[N-].C(C1C2OC(CN=[N+]=[N-])CC=2C=CC=1)(C)C.[N-]=[N+]=[N-]. Product: [CH:42]([C:41]1[C:35]2[O:34][CH:33]([CH2:32][NH2:29])[CH2:37][C:36]=2[CH:38]=[CH:39][CH:40]=1)([CH3:46])[CH3:43]. The catalyst class is: 45. (6) Reactant: [CH2:1]([O:8][C:9]([NH:11][CH:12]1[CH2:21][CH2:20][C:19]2[N+:18]([O-])=[CH:17][CH:16]=[CH:15][C:14]=2[CH2:13]1)=[O:10])[C:2]1[CH:7]=[CH:6][CH:5]=[CH:4][CH:3]=1.[C:23]([O:26]C(=O)C)(=[O:25])[CH3:24]. Product: [C:23]([O:26][CH:20]1[C:19]2[N:18]=[CH:17][CH:16]=[CH:15][C:14]=2[CH2:13][CH:12]([NH:11][C:9]([O:8][CH2:1][C:2]2[CH:7]=[CH:6][CH:5]=[CH:4][CH:3]=2)=[O:10])[CH2:21]1)(=[O:25])[CH3:24]. The catalyst class is: 2.